Dataset: Forward reaction prediction with 1.9M reactions from USPTO patents (1976-2016). Task: Predict the product of the given reaction. (1) The product is: [Cl:6][C:7]1[CH:12]=[CH:11][C:10]([F:13])=[C:9]([CH3:1])[C:8]=1[Cl:14]. Given the reactants [CH2:1]([Li])CCC.[Cl:6][C:7]1[CH:12]=[CH:11][C:10]([F:13])=[CH:9][C:8]=1[Cl:14].COS(OC)(=O)=O.[Cl-].[Na+].[OH-].[NH4+], predict the reaction product. (2) Given the reactants [CH2:1]([N:8]1[CH2:13][CH2:12][C@@H:11]([CH3:14])[C@@H:10]([NH:15][CH3:16])[CH2:9]1)[C:2]1[CH:7]=[CH:6][CH:5]=[CH:4][CH:3]=1.Cl[C:18]1[CH:23]=[CH:22][N:21]=[C:20]2[N:24]([CH2:27][O:28][CH2:29][CH2:30][Si:31]([CH3:34])([CH3:33])[CH3:32])[CH:25]=[CH:26][C:19]=12.C(P(C(C)(C)C)C(C)(C)C)(C)(C)C.CC(C)([O-])C.[Na+], predict the reaction product. The product is: [CH2:1]([N:8]1[CH2:13][CH2:12][C@@H:11]([CH3:14])[C@@H:10]([N:15]([CH3:16])[C:18]2[CH:23]=[CH:22][N:21]=[C:20]3[N:24]([CH2:27][O:28][CH2:29][CH2:30][Si:31]([CH3:34])([CH3:33])[CH3:32])[CH:25]=[CH:26][C:19]=23)[CH2:9]1)[C:2]1[CH:3]=[CH:4][CH:5]=[CH:6][CH:7]=1. (3) Given the reactants Br[C:2]1[CH:3]([CH2:7][CH:8]=[O:9])[CH2:4][CH2:5][CH:6]=1.[C:10]1(B(O)O)[CH:15]=[CH:14][CH:13]=[CH:12][CH:11]=1.C(OCC)C, predict the reaction product. The product is: [C:10]1([C:2]2[CH:3]([CH2:7][CH:8]=[O:9])[CH2:4][CH2:5][CH:6]=2)[CH:15]=[CH:14][CH:13]=[CH:12][CH:11]=1. (4) Given the reactants [Cl:1][C:2]1[C:33]([CH3:34])=[CH:32][C:5]([O:6][CH2:7][CH2:8][CH2:9][C:10]2[C:18]3[C:13](=[C:14]([C:19]4[C:20]([CH3:25])=[N:21][NH:22][C:23]=4[CH3:24])[CH:15]=[CH:16][CH:17]=3)[N:12]([CH2:26][CH2:27][C:28]([OH:30])=[O:29])[C:11]=2[CH3:31])=[CH:4][C:3]=1[CH3:35].C(=O)([O-])[O-].[Cs+].[Cs+].Br.Br[CH2:44][CH2:45][N:46]([CH3:48])[CH3:47], predict the reaction product. The product is: [Cl:1][C:2]1[C:33]([CH3:34])=[CH:32][C:5]([O:6][CH2:7][CH2:8][CH2:9][C:10]2[C:18]3[C:13](=[C:14]([C:19]4[C:23]([CH3:24])=[N:22][N:21]([CH2:44][CH2:45][N:46]([CH3:48])[CH3:47])[C:20]=4[CH3:25])[CH:15]=[CH:16][CH:17]=3)[N:12]([CH2:26][CH2:27][C:28]([OH:30])=[O:29])[C:11]=2[CH3:31])=[CH:4][C:3]=1[CH3:35]. (5) The product is: [NH2:7][CH2:8][CH2:9][CH2:10][C:11]1[CH:12]=[N:13][C:14]([C:17]2[CH:18]=[C:19]([CH:20]=[CH:21][CH:22]=2)[CH2:23][N:24]2[C:29](=[O:30])[CH:28]=[CH:27][C:26]([C:31]3[CH:36]=[C:35]([F:37])[C:34]([F:38])=[C:33]([F:39])[CH:32]=3)=[N:25]2)=[N:15][CH:16]=1. Given the reactants C(OC(=O)[NH:7][CH2:8][CH2:9][CH2:10][C:11]1[CH:12]=[N:13][C:14]([C:17]2[CH:22]=[CH:21][CH:20]=[C:19]([CH2:23][N:24]3[C:29](=[O:30])[CH:28]=[CH:27][C:26]([C:31]4[CH:36]=[C:35]([F:37])[C:34]([F:38])=[C:33]([F:39])[CH:32]=4)=[N:25]3)[CH:18]=2)=[N:15][CH:16]=1)(C)(C)C.FC(F)(F)C(O)=O, predict the reaction product. (6) Given the reactants Cl[C:2]1[N:7]=[CH:6][N:5]=[C:4]([C:8]2[CH:13]=[CH:12][C:11]([C:14]([F:17])([F:16])[F:15])=[CH:10][C:9]=2[NH:18]C(=O)OC(C)(C)C)[CH:3]=1.[NH2:26][C:27]1[CH:28]=[CH:29][CH:30]=[C:31]2[C:36]=1[CH2:35][CH:34]([OH:37])[CH2:33][CH2:32]2, predict the reaction product. The product is: [NH2:18][C:9]1[CH:10]=[C:11]([C:14]([F:15])([F:16])[F:17])[CH:12]=[CH:13][C:8]=1[C:4]1[N:5]=[CH:6][N:7]=[C:2]([NH:26][C:27]2[CH:28]=[CH:29][CH:30]=[C:31]3[C:36]=2[CH2:35][CH:34]([OH:37])[CH2:33][CH2:32]3)[CH:3]=1. (7) Given the reactants Br[C:2]1[CH:3]=[N:4][C:5]([N:8]2[CH2:12][C@H:11]([S:13][C:14]([C:27]3[CH:32]=[CH:31][CH:30]=[CH:29][CH:28]=3)([C:21]3[CH:26]=[CH:25][CH:24]=[CH:23][CH:22]=3)[C:15]3[CH:20]=[CH:19][CH:18]=[CH:17][CH:16]=3)[CH2:10][C@H:9]2[CH2:33][O:34][CH2:35][C:36]2[CH:41]=[C:40]([F:42])[C:39]([F:43])=[CH:38][C:37]=2[F:44])=[N:6][CH:7]=1.[C:45]([Si:47]([CH3:50])([CH3:49])[CH3:48])#[CH:46].CCN(CC)CC, predict the reaction product. The product is: [F:44][C:37]1[CH:38]=[C:39]([F:43])[C:40]([F:42])=[CH:41][C:36]=1[CH2:35][O:34][CH2:33][C@@H:9]1[CH2:10][C@@H:11]([S:13][C:14]([C:21]2[CH:22]=[CH:23][CH:24]=[CH:25][CH:26]=2)([C:27]2[CH:32]=[CH:31][CH:30]=[CH:29][CH:28]=2)[C:15]2[CH:20]=[CH:19][CH:18]=[CH:17][CH:16]=2)[CH2:12][N:8]1[C:5]1[N:6]=[CH:7][C:2]([C:46]#[C:45][Si:47]([CH3:50])([CH3:49])[CH3:48])=[CH:3][N:4]=1.